Task: Predict which catalyst facilitates the given reaction.. Dataset: Catalyst prediction with 721,799 reactions and 888 catalyst types from USPTO (1) Reactant: C(N(CC)CC)C.[CH3:8][S:9](Cl)(=[O:11])=[O:10].[C:13]([C:17]1[CH:22]=[CH:21][C:20](/[C:23](/[C:42]2[CH:47]=[CH:46][C:45]([CH2:48][CH2:49][CH2:50][CH2:51][OH:52])=[C:44]([O:53][CH3:54])[N:43]=2)=[CH:24]\[C@@H:25]2[N:29]([CH2:30][C:31]3[CH:36]=[CH:35][C:34]([O:37][CH3:38])=[CH:33][C:32]=3[O:39][CH3:40])[C:28](=[O:41])[CH2:27][CH2:26]2)=[CH:19][CH:18]=1)([CH3:16])([CH3:15])[CH3:14].O. Product: [CH3:8][S:9]([O:52][CH2:51][CH2:50][CH2:49][CH2:48][C:45]1[C:44]([O:53][CH3:54])=[N:43][C:42](/[C:23](/[C:20]2[CH:21]=[CH:22][C:17]([C:13]([CH3:16])([CH3:14])[CH3:15])=[CH:18][CH:19]=2)=[CH:24]/[C@H:25]2[CH2:26][CH2:27][C:28](=[O:41])[N:29]2[CH2:30][C:31]2[CH:36]=[CH:35][C:34]([O:37][CH3:38])=[CH:33][C:32]=2[O:39][CH3:40])=[CH:47][CH:46]=1)(=[O:11])=[O:10]. The catalyst class is: 22. (2) Reactant: [CH3:1][C:2]([C@H:4]1[C@@H:8]2[C@@H:9]3[C@@:22]([CH3:25])([CH2:23][CH2:24][C@@:7]2([CH2:31][OH:32])[CH2:6][CH2:5]1)[C@@:21]1([CH3:26])[C@@H:12]([C@:13]2([CH3:30])[C@@H:18]([CH2:19][CH2:20]1)[C:17]([CH3:28])([CH3:27])[C@@H:16]([OH:29])[CH2:15][CH2:14]2)[CH2:11][CH2:10]3)=[CH2:3].[Cr](Cl)([O-])(=O)=O.[NH+]1C=CC=CC=1.ClCCl. Product: [CH3:3][C:2]([C@H:4]1[C@@H:8]2[C@@H:9]3[C@@:22]([CH3:25])([CH2:23][CH2:24][C@@:7]2([CH:31]=[O:32])[CH2:6][CH2:5]1)[C@@:21]1([CH3:26])[C@@H:12]([C@:13]2([CH3:30])[C@@H:18]([CH2:19][CH2:20]1)[C:17]([CH3:28])([CH3:27])[C:16](=[O:29])[CH2:15][CH2:14]2)[CH2:11][CH2:10]3)=[CH2:1]. The catalyst class is: 27. (3) Reactant: [NH2:1][C:2]([C:4]1[CH:5]=[C:6]([CH:18]([OH:47])[CH2:19][NH:20][CH2:21][CH2:22][C:23]2[CH:46]=[CH:45][C:26]([NH:27][CH:28]3[CH2:33][CH2:32][N:31]([C:34]([NH:36][CH2:37][CH2:38][CH2:39][CH2:40][CH2:41][CH2:42][CH2:43][CH3:44])=[O:35])[CH2:30][CH2:29]3)=[CH:25][CH:24]=2)[CH:7]=[CH:8][C:9]=1[O:10]CC1C=CC=CC=1)=[O:3].[H][H]. Product: [CH2:37]([NH:36][C:34]([N:31]1[CH2:32][CH2:33][CH:28]([NH:27][C:26]2[CH:45]=[CH:46][C:23]([CH2:22][CH2:21][NH:20][CH2:19][CH:18]([C:6]3[CH:7]=[CH:8][C:9]([OH:10])=[C:4]([C:2](=[O:3])[NH2:1])[CH:5]=3)[OH:47])=[CH:24][CH:25]=2)[CH2:29][CH2:30]1)=[O:35])[CH2:38][CH2:39][CH2:40][CH2:41][CH2:42][CH2:43][CH3:44]. The catalyst class is: 29. (4) Reactant: [C:1]([Cl:4])(=O)C.[NH2:5][CH:6]([C:9]([OH:11])=[O:10])[CH2:7][OH:8]. Product: [ClH:4].[NH2:5][CH:6]([CH2:7][OH:8])[C:9]([O:11][CH3:1])=[O:10]. The catalyst class is: 5. (5) Reactant: [CH:1]1([C:4]2[NH:8][C:7]3[CH:9]=[C:10]([C:26]4[C:27]([CH3:32])=[N:28][O:29][C:30]=4[CH3:31])[CH:11]=[C:12]([C:13]([C:21]4[O:22][CH:23]=[CH:24][N:25]=4)([C:15]4[CH:16]=[N:17][CH:18]=[CH:19][CH:20]=4)O)[C:6]=3[N:5]=2)[CH2:3][CH2:2]1.CCN(S(F)(F)[F:39])CC.CCOC(C)=O. Product: [CH:1]1([C:4]2[NH:8][C:7]3[CH:9]=[C:10]([C:26]4[C:27]([CH3:32])=[N:28][O:29][C:30]=4[CH3:31])[CH:11]=[C:12]([C:13]([F:39])([C:21]4[O:22][CH:23]=[CH:24][N:25]=4)[C:15]4[CH:16]=[N:17][CH:18]=[CH:19][CH:20]=4)[C:6]=3[N:5]=2)[CH2:3][CH2:2]1. The catalyst class is: 2. (6) Reactant: [CH3:1][C:2]1[S:6][C:5]([NH:7][C:8](=[O:14])[O:9][C:10]([CH3:13])([CH3:12])[CH3:11])=[CH:4][CH:3]=1.[Br:15]Br.O.[OH-].[Na+]. Product: [Br:15][C:4]1[CH:3]=[C:2]([CH3:1])[S:6][C:5]=1[NH:7][C:8](=[O:14])[O:9][C:10]([CH3:11])([CH3:13])[CH3:12]. The catalyst class is: 5. (7) Reactant: Cl.Cl.[Cl:3][C:4]1[CH:5]=[C:6](/[CH:16]=[CH:17]/[C:18]([O:20][CH2:21][CH3:22])=[O:19])[CH:7]=[N:8][C:9]=1[NH:10][C@@H:11]1[CH2:15][CH2:14][NH:13][CH2:12]1.[C:23]1([CH3:33])[CH:28]=[CH:27][C:26]([S:29](Cl)(=[O:31])=[O:30])=[CH:25][CH:24]=1.CCN(CC)CC.CCOC(C)=O. Product: [Cl:3][C:4]1[CH:5]=[C:6](/[CH:16]=[CH:17]/[C:18]([O:20][CH2:21][CH3:22])=[O:19])[CH:7]=[N:8][C:9]=1[NH:10][C@@H:11]1[CH2:15][CH2:14][N:13]([S:29]([C:26]2[CH:27]=[CH:28][C:23]([CH3:33])=[CH:24][CH:25]=2)(=[O:31])=[O:30])[CH2:12]1. The catalyst class is: 18.